Dataset: Full USPTO retrosynthesis dataset with 1.9M reactions from patents (1976-2016). Task: Predict the reactants needed to synthesize the given product. (1) Given the product [F:36][C:33]1[CH:34]=[C:35]2[C:30](=[CH:31][CH:32]=1)[N:29]=[C:28]([C:37]1[CH:42]=[CH:41][CH:40]=[CH:39][C:38]=1[OH:43])[N:27]=[C:26]2[N:8]1[CH2:12][CH2:11][C@@H:10]([CH2:13][NH:14][C:15](=[O:24])[O:16][CH2:17][C:18]2[CH:23]=[CH:22][CH:21]=[CH:20][CH:19]=2)[CH2:9]1, predict the reactants needed to synthesize it. The reactants are: C(N(CC)CC)C.[NH:8]1[CH2:12][CH2:11][C@@H:10]([CH2:13][NH:14][C:15](=[O:24])[O:16][CH2:17][C:18]2[CH:23]=[CH:22][CH:21]=[CH:20][CH:19]=2)[CH2:9]1.Cl[C:26]1[C:35]2[C:30](=[CH:31][CH:32]=[C:33]([F:36])[CH:34]=2)[N:29]=[C:28]([C:37]2[CH:42]=[CH:41][CH:40]=[CH:39][C:38]=2[OH:43])[N:27]=1. (2) Given the product [F:40][C:41]([F:46])([F:45])[C:42]([O-:44])=[O:43].[F:1][C:2]1[CH:7]=[CH:6][C:5]([C:8]2[S:9][C:10]([C:23]3[CH:24]=[CH:25][C:26]([CH:29]4[CH2:30][NH2+:31][CH2:32]4)=[CH:27][CH:28]=3)=[C:11]([C@@H:13]3[CH2:18][CH2:17][CH2:16][CH2:15][C@H:14]3[C:19]([O:21][CH3:22])=[O:20])[N:12]=2)=[CH:4][CH:3]=1, predict the reactants needed to synthesize it. The reactants are: [F:1][C:2]1[CH:7]=[CH:6][C:5]([C:8]2[S:9][C:10]([C:23]3[CH:28]=[CH:27][C:26]([CH:29]4[CH2:32][N:31](C(OC(C)(C)C)=O)[CH2:30]4)=[CH:25][CH:24]=3)=[C:11]([C@@H:13]3[CH2:18][CH2:17][CH2:16][CH2:15][C@H:14]3[C:19]([O:21][CH3:22])=[O:20])[N:12]=2)=[CH:4][CH:3]=1.[F:40][C:41]([F:46])([F:45])[C:42]([OH:44])=[O:43]. (3) Given the product [Br:1][C:2]1[CH:11]=[C:10]2[C:5]([C:6](=[CH:13][NH:14][C:16]3[CH:23]=[CH:24][C:19]([O:18][CH3:17])=[CH:20][CH:21]=3)[C:7](=[O:12])[NH:8][CH2:9]2)=[CH:4][CH:3]=1, predict the reactants needed to synthesize it. The reactants are: [Br:1][C:2]1[CH:11]=[C:10]2[C:5]([C:6](=[CH:13][N:14]([CH3:16])C)[C:7](=[O:12])[NH:8][CH2:9]2)=[CH:4][CH:3]=1.[CH3:17][O:18][C:19]1[CH:24]=[CH:23]C(N)=[CH:21][CH:20]=1.